Dataset: Catalyst prediction with 721,799 reactions and 888 catalyst types from USPTO. Task: Predict which catalyst facilitates the given reaction. Reactant: C([O:3][C:4](=[O:51])[CH2:5][C@H:6]1[CH2:11][CH2:10][C@H:9]([CH2:12][N:13]2[C:22]3[C:17](=[CH:18][C:19]([C:23]([F:26])([F:25])[F:24])=[CH:20][CH:21]=3)[C@@H:16]([N:27]([CH2:34][C:35]3[CH:40]=[C:39]([C:41]([F:44])([F:43])[F:42])[CH:38]=[C:37]([C:45]([F:48])([F:47])[F:46])[CH:36]=3)[C:28]3[N:29]=[N:30][N:31]([CH3:33])[N:32]=3)[CH2:15][C@H:14]2[CH2:49][CH3:50])[CH2:8][CH2:7]1)C.[OH-].[Na+]. Product: [F:43][C:41]([F:42])([F:44])[C:39]1[CH:40]=[C:35]([CH:36]=[C:37]([C:45]([F:48])([F:47])[F:46])[CH:38]=1)[CH2:34][N:27]([C:28]1[N:29]=[N:30][N:31]([CH3:33])[N:32]=1)[C@@H:16]1[C:17]2[C:22](=[CH:21][CH:20]=[C:19]([C:23]([F:24])([F:25])[F:26])[CH:18]=2)[N:13]([CH2:12][C@H:9]2[CH2:8][CH2:7][C@H:6]([CH2:5][C:4]([OH:51])=[O:3])[CH2:11][CH2:10]2)[C@H:14]([CH2:49][CH3:50])[CH2:15]1. The catalyst class is: 8.